This data is from Full USPTO retrosynthesis dataset with 1.9M reactions from patents (1976-2016). The task is: Predict the reactants needed to synthesize the given product. (1) The reactants are: N[C:2]1[CH:7]=[CH:6][C:5]([S:8]([NH2:11])(=[O:10])=[O:9])=[CH:4][CH:3]=1.[ClH:12].N([O-])=O.[Na+].[S:17](=[O:19])=[O:18]. Given the product [S:8]([C:5]1[CH:6]=[CH:7][C:2]([S:17]([Cl:12])(=[O:19])=[O:18])=[CH:3][CH:4]=1)(=[O:10])(=[O:9])[NH2:11], predict the reactants needed to synthesize it. (2) Given the product [Cl:1][C:2]1[CH:3]=[CH:4][C:5]([OH:10])=[C:6]([CH:7]2[O:13][CH2:12][CH2:11][O:8]2)[CH:9]=1, predict the reactants needed to synthesize it. The reactants are: [Cl:1][C:2]1[CH:3]=[CH:4][C:5]([OH:10])=[C:6]([CH:9]=1)[CH:7]=[O:8].[CH2:11](O)[CH2:12][OH:13]. (3) Given the product [O:25]1[C:29]2[CH:30]=[CH:31][C:32]([C:34]3[NH:22][C:21]4[CH:20]=[CH:19][C:6]([NH:7][C:8](=[O:18])[C:9]5[CH:14]=[CH:13][C:12]([N:15]([CH3:17])[CH3:16])=[CH:11][CH:10]=5)=[CH:5][C:4]=4[N:1]=3)=[CH:33][C:28]=2[CH2:27][CH2:26]1, predict the reactants needed to synthesize it. The reactants are: [N+:1]([C:4]1[CH:5]=[C:6]([CH:19]=[CH:20][C:21]=1[N+:22]([O-])=O)[NH:7][C:8](=[O:18])[C:9]1[CH:14]=[CH:13][C:12]([N:15]([CH3:17])[CH3:16])=[CH:11][CH:10]=1)([O-])=O.[O:25]1[C:29]2[CH:30]=[CH:31][C:32]([CH:34]=O)=[CH:33][C:28]=2[CH2:27][CH2:26]1.